This data is from Reaction yield outcomes from USPTO patents with 853,638 reactions. The task is: Predict the reaction yield, written as a fraction of the theoretical maximum amount of product (1.0 means a 100% yield; for example, 0.34 means a 34% yield). The reactants are [OH-].[Li+].[CH3:3][O:4][C:5]1[CH:10]=[CH:9][C:8]([N:11]2[C:15]([C:16]([O:18]C)=[O:17])=[CH:14][C:13]([S:20][CH3:21])=[N:12]2)=[CH:7][CH:6]=1. The catalyst is CO. The product is [CH3:3][O:4][C:5]1[CH:6]=[CH:7][C:8]([N:11]2[C:15]([C:16]([OH:18])=[O:17])=[CH:14][C:13]([S:20][CH3:21])=[N:12]2)=[CH:9][CH:10]=1. The yield is 0.980.